This data is from Forward reaction prediction with 1.9M reactions from USPTO patents (1976-2016). The task is: Predict the product of the given reaction. (1) Given the reactants [CH2:1]([O:8][CH2:9][CH2:10][CH2:11][CH2:12][N:13]1[CH2:18][CH2:17][C:16](=O)[CH2:15][CH2:14]1)[C:2]1[CH:7]=[CH:6][CH:5]=[CH:4][CH:3]=1.Cl.[NH2:21][OH:22], predict the reaction product. The product is: [CH2:1]([O:8][CH2:9][CH2:10][CH2:11][CH2:12][N:13]1[CH2:18][CH2:17][C:16](=[N:21][OH:22])[CH2:15][CH2:14]1)[C:2]1[CH:7]=[CH:6][CH:5]=[CH:4][CH:3]=1. (2) The product is: [NH2:1][C:4]1[CH:35]=[C:34]([C:36]2[C:37]([I:44])=[CH:38][C:39]([I:43])=[CH:40][C:41]=2[I:42])[CH:33]=[CH:32][C:5]=1[C:6]([C:8]1([O:26][C@H:25]([CH2:27][OH:28])[C@@H:20]([OH:21])[C@H:15]([OH:16])[C@H:13]1[NH2:14])[OH:9])=[O:7]. Given the reactants [N+:1]([C:4]1[CH:35]=[C:34]([C:36]2[C:41]([I:42])=[CH:40][C:39]([I:43])=[CH:38][C:37]=2[I:44])[CH:33]=[CH:32][C:5]=1[C:6]([C:8]1([O:26][C@H:25]([CH2:27][O:28]C(=O)C)[C@@H:20]([O:21]C(=O)C)[C@H:15]([O:16]C(=O)C)[C@H:13]1[NH2:14])[O:9]C(=O)C)=[O:7])([O-])=O.Cl, predict the reaction product. (3) Given the reactants [F:1][C:2]1[C:7]([F:8])=[CH:6][CH:5]=[CH:4][C:3]=1[C@@:9]([NH2:17])([CH2:11][CH:12](OC)OC)[CH3:10].C([N:26]=[C:27]=[S:28])(=O)C1C=CC=CC=1.S(=O)(=O)(O)O.[OH-].[Na+], predict the reaction product. The product is: [F:1][C:2]1[C:7]([F:8])=[CH:6][CH:5]=[CH:4][C:3]=1[C@:9]1([CH3:10])[CH:11]=[CH:12][S:28][C:27]([NH2:26])=[N:17]1. (4) Given the reactants [C:1]([C:4]1[CH:5]=[C:6]([C:10]([O:12][CH3:13])=[O:11])[NH:7][C:8]=1[NH2:9])(=[O:3])[CH3:2].[N:14]([O-])=O.[Na+], predict the reaction product. The product is: [OH:3][C:1]1[C:4]2[CH:5]=[C:6]([C:10]([O:12][CH3:13])=[O:11])[NH:7][C:8]=2[N:9]=[N:14][CH:2]=1. (5) Given the reactants [CH:1]1([CH2:4][O:5][C:6]2[CH:11]=[C:10]([O:12][CH3:13])[C:9]([F:14])=[CH:8][C:7]=2[C:15]2[C:16]3[NH:23][CH:22]=[C:21]([C:24](O)=[O:25])[C:17]=3[N:18]=[CH:19][N:20]=2)[CH2:3][CH2:2]1.[C:27]([O:31][C:32](=[O:41])[NH:33][C@H:34]1[CH2:39][CH2:38][C@H:37]([NH2:40])[CH2:36][CH2:35]1)([CH3:30])([CH3:29])[CH3:28], predict the reaction product. The product is: [C:27]([O:31][C:32](=[O:41])[NH:33][C@H:34]1[CH2:35][CH2:36][C@H:37]([NH:40][C:24]([C:21]2[C:17]3[N:18]=[CH:19][N:20]=[C:15]([C:7]4[CH:8]=[C:9]([F:14])[C:10]([O:12][CH3:13])=[CH:11][C:6]=4[O:5][CH2:4][CH:1]4[CH2:3][CH2:2]4)[C:16]=3[NH:23][CH:22]=2)=[O:25])[CH2:38][CH2:39]1)([CH3:30])([CH3:28])[CH3:29].